This data is from Full USPTO retrosynthesis dataset with 1.9M reactions from patents (1976-2016). The task is: Predict the reactants needed to synthesize the given product. Given the product [NH2:1][C:2]1[C:11]2[C:6](=[CH:7][CH:8]=[CH:9][C:10]=2[O:12][C@H:13]2[CH2:14][CH2:15][C@H:16]([NH2:19])[CH2:17][CH2:18]2)[N:5]=[C:4]([CH3:26])[C:3]=1[C:27]([OH:29])=[O:28], predict the reactants needed to synthesize it. The reactants are: [NH2:1][C:2]1[C:11]2[C:6](=[CH:7][CH:8]=[CH:9][C:10]=2[O:12][C@H:13]2[CH2:18][CH2:17][C@H:16]([NH:19]C(=O)COCC)[CH2:15][CH2:14]2)[N:5]=[C:4]([CH3:26])[C:3]=1[C:27]([O:29]CC)=[O:28].[OH-].[Na+].